Dataset: Forward reaction prediction with 1.9M reactions from USPTO patents (1976-2016). Task: Predict the product of the given reaction. (1) Given the reactants C([O:3][C:4](=[O:27])[C@@H:5]([O:25][CH3:26])[CH2:6][C:7]1[CH:12]=[CH:11][C:10]([O:13][CH2:14][CH2:15][CH2:16][O:17][C:18]2[CH:23]=[CH:22][C:21](I)=[CH:20][CH:19]=2)=[CH:9][CH:8]=1)C.[N:28]1[C:37]2[C:32](=[CH:33][CH:34]=[CH:35][C:36]=2B(O)O)[CH:31]=[CH:30][CH:29]=1, predict the reaction product. The product is: [CH3:26][O:25][C@@H:5]([CH2:6][C:7]1[CH:8]=[CH:9][C:10]([O:13][CH2:14][CH2:15][CH2:16][O:17][C:18]2[CH:19]=[CH:20][C:21]([C:36]3[CH:35]=[CH:34][CH:33]=[C:32]4[C:37]=3[N:28]=[CH:29][CH:30]=[CH:31]4)=[CH:22][CH:23]=2)=[CH:11][CH:12]=1)[C:4]([OH:3])=[O:27]. (2) Given the reactants C([N:8]1[CH2:13][CH2:12][N:11]([C:14]2[CH:19]=[N:18][CH:17]=[C:16]([C:20]3[CH:21]=[C:22]4[C:26](=[CH:27][CH:28]=3)[N:25](COC([Si](C)(C)C)C)[N:24]=[C:23]4[CH3:37])[N:15]=2)[CH2:10][C@@H:9]1[CH2:38][C:39]1[CH:44]=[CH:43][CH:42]=[CH:41][CH:40]=1)(OC(C)(C)C)=O, predict the reaction product. The product is: [CH2:38]([C@@H:9]1[NH:8][CH2:13][CH2:12][N:11]([C:14]2[CH:19]=[N:18][CH:17]=[C:16]([C:20]3[CH:21]=[C:22]4[C:26](=[CH:27][CH:28]=3)[NH:25][N:24]=[C:23]4[CH3:37])[N:15]=2)[CH2:10]1)[C:39]1[CH:40]=[CH:41][CH:42]=[CH:43][CH:44]=1. (3) Given the reactants Cl[CH2:2][C:3]1[O:4][C:5](=[O:9])[O:6][C:7]=1[CH3:8].[Na+].[I-].O=C(C1C=CC=CC=1)C[O:15][C:16](=[O:44])[C@H:17]([OH:43])[CH2:18][N:19]([CH2:29][C:30]1[CH:35]=[CH:34][C:33]([C:36]2[CH:41]=[CH:40][CH:39]=[C:38]([Cl:42])[CH:37]=2)=[CH:32][CH:31]=1)[NH:20][C:21]([C:23]1[O:27][N:26]=[C:25]([OH:28])[CH:24]=1)=[O:22].C(=O)([O-])[O-].[Cs+].[Cs+].CC(O)=O, predict the reaction product. The product is: [Cl:42][C:38]1[CH:37]=[C:36]([C:33]2[CH:32]=[CH:31][C:30]([CH2:29][N:19]([CH2:18][C@@H:17]([OH:43])[C:16]([OH:44])=[O:15])[NH:20][C:21]([C:23]3[O:27][N:26]=[C:25]([O:28][CH2:2][C:3]4[O:4][C:5](=[O:9])[O:6][C:7]=4[CH3:8])[CH:24]=3)=[O:22])=[CH:35][CH:34]=2)[CH:41]=[CH:40][CH:39]=1.